Dataset: Reaction yield outcomes from USPTO patents with 853,638 reactions. Task: Predict the reaction yield, written as a fraction of the theoretical maximum amount of product (1.0 means a 100% yield; for example, 0.34 means a 34% yield). (1) The reactants are [Br:1][C:2]1[CH:3]=[C:4]([NH:8][C:9]2[N:14]=[CH:13][N:12]=[C:11]([NH:15][C:16]3[CH:17]=[C:18]([NH2:22])[CH:19]=[CH:20][CH:21]=3)[CH:10]=2)[CH:5]=[CH:6][CH:7]=1.C(N(CC)CC)C.[C:30](Cl)(=[O:33])[CH:31]=[CH2:32]. The catalyst is C1COCC1. The product is [Br:1][C:2]1[CH:3]=[C:4]([NH:8][C:9]2[N:14]=[CH:13][N:12]=[C:11]([NH:15][C:16]3[CH:17]=[C:18]([NH:22][C:30](=[O:33])[CH:31]=[CH2:32])[CH:19]=[CH:20][CH:21]=3)[CH:10]=2)[CH:5]=[CH:6][CH:7]=1. The yield is 0.400. (2) The reactants are Cl[C:2]1[CH:7]=[CH:6][C:5]([Br:8])=[CH:4][N:3]=1.O.[NH2:10][NH2:11]. The catalyst is O. The product is [Br:8][C:5]1[CH:6]=[CH:7][C:2]([NH:10][NH2:11])=[N:3][CH:4]=1. The yield is 0.830. (3) The reactants are IC1CCCCC1.[Cl:8][C:9]1[C:16]([O:17]C)=[CH:15][CH:14]=[CH:13][C:10]=1[C:11]#[N:12].O. The catalyst is CN(C=O)C. The product is [Cl:8][C:9]1[C:16]([OH:17])=[CH:15][CH:14]=[CH:13][C:10]=1[C:11]#[N:12]. The yield is 0.557. (4) The reactants are Cl[C:2]1[CH:3]=[C:4]([N:11]2[CH2:16][CH2:15][O:14][CH2:13][CH2:12]2)[C:5]2[N:6]([CH:8]=[CH:9][N:10]=2)[N:7]=1.[CH3:17][C:18]1[N:23]=[CH:22][C:21]([NH2:24])=[CH:20][C:19]=1B1OC(C)(C)C(C)(C)O1.C([O-])([O-])=O.[Na+].[Na+].C(Cl)Cl. The catalyst is COCCOC. The product is [CH3:17][C:18]1[N:23]=[CH:22][C:21]([NH2:24])=[CH:20][C:19]=1[C:2]1[CH:3]=[C:4]([N:11]2[CH2:16][CH2:15][O:14][CH2:13][CH2:12]2)[C:5]2[N:6]([CH:8]=[CH:9][N:10]=2)[N:7]=1. The yield is 0.350. (5) The reactants are [Cl:1][C:2]1[CH:18]=[CH:17][C:5]([C:6]([NH:8][C:9]2[CH:14]=[CH:13][N:12]=[C:11]([O:15]C)[CH:10]=2)=[O:7])=[C:4]([F:19])[CH:3]=1.[Si](I)(C)(C)C. The catalyst is C(#N)C. The product is [Cl:1][C:2]1[CH:18]=[CH:17][C:5]([C:6]([NH:8][C:9]2[CH:14]=[CH:13][NH:12][C:11](=[O:15])[CH:10]=2)=[O:7])=[C:4]([F:19])[CH:3]=1. The yield is 0.920. (6) The reactants are [OH:1][CH2:2][C:3]1[CH:4]=[C:5]2[C:9](=[CH:10][CH:11]=1)[NH:8][C:7](=[O:12])[CH2:6]2. The catalyst is N1C=CC=CC=1.[O-2].[Cr+6].[O-2].[O-2]. The product is [O:12]=[C:7]1[CH2:6][C:5]2[C:9](=[CH:10][CH:11]=[C:3]([CH:2]=[O:1])[CH:4]=2)[NH:8]1. The yield is 0.460.